This data is from Catalyst prediction with 721,799 reactions and 888 catalyst types from USPTO. The task is: Predict which catalyst facilitates the given reaction. (1) Reactant: N12CCCN=C1CCCCC2.[F:12][C:13]([F:27])([F:26])[C:14]1[CH:19]=[CH:18][N:17]=[C:16]([C:20]2[NH:21][O:22][C:23](=[O:25])[N:24]=2)[CH:15]=1.[CH3:28][N:29]([CH3:33])[C:30](Cl)=[O:31]. Product: [F:27][C:13]([F:12])([F:26])[C:14]1[CH:19]=[CH:18][N:17]=[C:16]([C:20]2[N:24]([C:30]([N:29]([CH3:33])[CH3:28])=[O:31])[C:23](=[O:25])[O:22][N:21]=2)[CH:15]=1. The catalyst class is: 17. (2) Reactant: [CH2:1]([O:3][C:4](=[O:18])[NH:5][C:6]1[CH:7]=[C:8]2[CH2:16][CH2:15][CH2:14][CH2:13][CH:12]([OH:17])[C:9]2=[N:10][CH:11]=1)[CH3:2].[O:19]1[CH:24]=[CH:23][CH2:22][CH2:21][CH2:20]1.C1(C)C=CC(S(O)(=O)=O)=CC=1. Product: [CH2:1]([O:3][C:4](=[O:18])[NH:5][C:6]1[CH:7]=[C:8]2[CH2:16][CH2:15][CH2:14][CH2:13][CH:12]([O:17][CH:20]3[CH2:21][CH2:22][CH2:23][CH2:24][O:19]3)[C:9]2=[N:10][CH:11]=1)[CH3:2]. The catalyst class is: 4.